Task: Predict which catalyst facilitates the given reaction.. Dataset: Catalyst prediction with 721,799 reactions and 888 catalyst types from USPTO (1) Reactant: [CH2:1]([N:8]1[C:17]2[C:12](=[CH:13][CH:14]=[C:15]([OH:18])[CH:16]=2)[CH2:11][CH2:10][CH2:9]1)[C:2]1[CH:7]=[CH:6][CH:5]=[CH:4][CH:3]=1.C(N(CC)CC)C.[C:26]1([CH3:35])[CH:31]=[CH:30][C:29]([N:32]=[C:33]=[O:34])=[CH:28][CH:27]=1. Product: [CH3:35][C:26]1[CH:31]=[CH:30][C:29]([NH:32][C:33](=[O:34])[O:18][C:15]2[CH:16]=[C:17]3[C:12]([CH2:11][CH2:10][CH2:9][N:8]3[CH2:1][C:2]3[CH:3]=[CH:4][CH:5]=[CH:6][CH:7]=3)=[CH:13][CH:14]=2)=[CH:28][CH:27]=1. The catalyst class is: 7. (2) Reactant: [OH:1][C@@H:2]1[C@H:6]2[O:7][C:8]([CH3:11])([CH3:10])[O:9][C@H:5]2[C@H:4]([NH:12][C:13](=[O:19])[O:14][C:15]([CH3:18])([CH3:17])[CH3:16])[CH2:3]1.[H-].[Na+].CC1C=CC(S(O[CH2:33][CH2:34][O:35][CH2:36][C:37]2[CH:42]=[CH:41][CH:40]=[CH:39][CH:38]=2)(=O)=O)=CC=1. Product: [CH2:36]([O:35][CH2:34][CH2:33][O:1][C@@H:2]1[C@H:6]2[O:7][C:8]([CH3:10])([CH3:11])[O:9][C@H:5]2[C@H:4]([NH:12][C:13](=[O:19])[O:14][C:15]([CH3:18])([CH3:17])[CH3:16])[CH2:3]1)[C:37]1[CH:42]=[CH:41][CH:40]=[CH:39][CH:38]=1. The catalyst class is: 3. (3) Reactant: [NH:1]1[CH:5]=[CH:4][N:3]=[C:2]1[C:6]([CH3:12])([CH3:11])[C:7](OC)=[O:8].[BH4-].[Na+]. Product: [NH:1]1[CH:5]=[CH:4][N:3]=[C:2]1[C:6]([CH3:12])([CH3:11])[CH2:7][OH:8]. The catalyst class is: 36. (4) Reactant: C(O)(C(F)(F)F)=O.C(OC(=O)[NH:14][C:15]1[C:20]2=[CH:21][N:22]([C:24]3[C:29]([Cl:30])=[CH:28][CH:27]=[CH:26][C:25]=3[Cl:31])[N:23]=[C:19]2[C:18]([F:32])=[CH:17][N:16]=1)(C)(C)C. Product: [Cl:31][C:25]1[CH:26]=[CH:27][CH:28]=[C:29]([Cl:30])[C:24]=1[N:22]1[CH:21]=[C:20]2[C:15]([NH2:14])=[N:16][CH:17]=[C:18]([F:32])[C:19]2=[N:23]1. The catalyst class is: 2.